From a dataset of Reaction yield outcomes from USPTO patents with 853,638 reactions. Predict the reaction yield, written as a fraction of the theoretical maximum amount of product (1.0 means a 100% yield; for example, 0.34 means a 34% yield). The reactants are Br[C:2]1[CH:10]=[C:9]2[C:5]([CH:6]=[N:7][NH:8]2)=[CH:4][CH:3]=1.[CH2:11]1[C:20]2[C:15](=[CH:16][CH:17]=[CH:18][CH:19]=2)[CH2:14][CH2:13][N:12]1[CH2:21][CH:22]([OH:40])[CH2:23][O:24][C:25]1[CH:30]=[CH:29][CH:28]=[C:27](B2OC(C)(C)C(C)(C)O2)[CH:26]=1.C([O-])([O-])=O.[K+].[K+].CC(=O)OCC. The catalyst is O1CCOCC1.O.C1C=CC(P(C2C=CC=CC=2)[C-]2C=CC=C2)=CC=1.C1C=CC(P(C2C=CC=CC=2)[C-]2C=CC=C2)=CC=1.Cl[Pd]Cl.[Fe+2]. The product is [NH:8]1[C:9]2[C:5](=[CH:4][CH:3]=[C:2]([C:27]3[CH:26]=[C:25]([CH:30]=[CH:29][CH:28]=3)[O:24][CH2:23][CH:22]([OH:40])[CH2:21][N:12]3[CH2:13][CH2:14][C:15]4[C:20](=[CH:19][CH:18]=[CH:17][CH:16]=4)[CH2:11]3)[CH:10]=2)[CH:6]=[N:7]1. The yield is 0.113.